This data is from Forward reaction prediction with 1.9M reactions from USPTO patents (1976-2016). The task is: Predict the product of the given reaction. (1) Given the reactants [CH3:1][O:2][C:3]1([O:10][CH3:11])[CH2:8][CH2:7][O:6][CH2:5][C:4]1=O.P([O-])(O)(O)=O.[K+].C([O-])=O.[Na+].[NH2:22][C@H](C(O)=O)C.[OH-].[Na+].C1N=C(N)C2N=CN([C@@H]3O[C@H](COP(OP(OC[C@H]4O[C@@H](N5C=C(C(N)=O)CC=C5)[C@H](O)[C@@H]4O)(O)=O)(O)=O)[C@@H](O)[C@H]3O)C=2N=1, predict the reaction product. The product is: [CH3:1][O:2][C:3]1([O:10][CH3:11])[CH2:8][CH2:7][O:6][CH2:5][C@@H:4]1[NH2:22]. (2) The product is: [Cl:1][C:2]1[CH:21]=[CH:20][C:19]([CH2:22][NH:31][CH2:30][CH2:29][CH2:28][NH:27][CH:24]([CH3:26])[CH3:25])=[CH:18][C:3]=1[C:4]([NH:6][CH2:7][C:8]12[CH2:17][CH:12]3[CH2:11][CH:10]([CH2:16][CH:14]([CH2:13]3)[CH2:15]1)[CH2:9]2)=[O:5]. Given the reactants [Cl:1][C:2]1[CH:21]=[CH:20][C:19]([CH:22]=O)=[CH:18][C:3]=1[C:4]([NH:6][CH2:7][C:8]12[CH2:17][CH:12]3[CH2:13][CH:14]([CH2:16][CH:10]([CH2:11]3)[CH2:9]1)[CH2:15]2)=[O:5].[CH:24]([NH:27][CH2:28][CH2:29][CH2:30][NH2:31])([CH3:26])[CH3:25].C1(C)C=CC(S(O)(=O)=O)=CC=1, predict the reaction product. (3) Given the reactants Cl[C:2]1[O:3][C:4]2[CH:10]=[CH:9][CH:8]=[CH:7][C:5]=2[N:6]=1.[CH2:11]([CH2:13][NH2:14])[OH:12], predict the reaction product. The product is: [O:3]1[C:4]2[CH:10]=[CH:9][CH:8]=[CH:7][C:5]=2[N:6]=[C:2]1[NH:14][CH2:13][CH2:11][OH:12]. (4) The product is: [N:1]1([CH2:11][CH2:7][C:8]([NH2:10])=[O:9])[CH2:5][CH2:4][CH2:3][CH2:2]1. Given the reactants [NH:1]1[CH2:5][CH2:4][CH2:3][CH2:2]1.Br[CH:7]([CH3:11])[C:8]([NH2:10])=[O:9], predict the reaction product.